This data is from NCI-60 drug combinations with 297,098 pairs across 59 cell lines. The task is: Regression. Given two drug SMILES strings and cell line genomic features, predict the synergy score measuring deviation from expected non-interaction effect. (1) Drug 1: CCN(CC)CCCC(C)NC1=C2C=C(C=CC2=NC3=C1C=CC(=C3)Cl)OC. Drug 2: C1CNP(=O)(OC1)N(CCCl)CCCl. Cell line: OVCAR-5. Synergy scores: CSS=30.3, Synergy_ZIP=-4.44, Synergy_Bliss=-0.805, Synergy_Loewe=-21.7, Synergy_HSA=-1.15. (2) Drug 1: COC1=C(C=C2C(=C1)N=CN=C2NC3=CC(=C(C=C3)F)Cl)OCCCN4CCOCC4. Drug 2: CC1C(C(CC(O1)OC2CC(CC3=C2C(=C4C(=C3O)C(=O)C5=C(C4=O)C(=CC=C5)OC)O)(C(=O)C)O)N)O.Cl. Cell line: OVCAR-4. Synergy scores: CSS=29.7, Synergy_ZIP=3.34, Synergy_Bliss=6.30, Synergy_Loewe=9.06, Synergy_HSA=9.02. (3) Drug 1: C1CC(=O)NC(=O)C1N2CC3=C(C2=O)C=CC=C3N. Drug 2: CC12CCC3C(C1CCC2OP(=O)(O)O)CCC4=C3C=CC(=C4)OC(=O)N(CCCl)CCCl.[Na+]. Cell line: MOLT-4. Synergy scores: CSS=-5.29, Synergy_ZIP=1.41, Synergy_Bliss=-3.76, Synergy_Loewe=-7.70, Synergy_HSA=-7.69.